From a dataset of Full USPTO retrosynthesis dataset with 1.9M reactions from patents (1976-2016). Predict the reactants needed to synthesize the given product. (1) Given the product [Br:18][C:19]1[S:23][C:22]([C:24]2[N:1]=[C:2]3[CH:7]=[CH:6][CH:5]=[CH:4][N:3]3[C:17]=2[NH:16][C:9]([CH3:15])([CH3:8])[CH2:10][C:11]([CH3:14])([CH3:13])[CH3:12])=[CH:21][CH:20]=1, predict the reactants needed to synthesize it. The reactants are: [NH2:1][C:2]1[CH:7]=[CH:6][CH:5]=[CH:4][N:3]=1.[CH3:8][C:9]([N+:16]#[C-:17])([CH3:15])[CH2:10][C:11]([CH3:14])([CH3:13])[CH3:12].[Br:18][C:19]1[S:23][C:22]([CH:24]=O)=[CH:21][CH:20]=1.Cl(O)(=O)(=O)=O. (2) Given the product [CH2:25]([CH:29]1[CH2:34][CH2:33][N:32]([CH2:2][C@@H:3]([CH3:17])[CH2:4][N:5]2[C:10]3[CH:11]=[C:12]([CH3:15])[CH:13]=[CH:14][C:9]=3[O:8][CH2:7][C:6]2=[O:16])[CH2:31][CH2:30]1)[CH2:26][CH2:27][CH3:28], predict the reactants needed to synthesize it. The reactants are: I[CH2:2][C@@H:3]([CH3:17])[CH2:4][N:5]1[C:10]2[CH:11]=[C:12]([CH3:15])[CH:13]=[CH:14][C:9]=2[O:8][CH2:7][C:6]1=[O:16].CCN(CC)CC.[CH2:25]([CH:29]1[CH2:34][CH2:33][NH:32][CH2:31][CH2:30]1)[CH2:26][CH2:27][CH3:28]. (3) Given the product [CH2:1]([O:8][C:9]1[C:18]([CH3:19])=[CH:17][CH:16]=[C:15]2[C:10]=1[CH:11]=[CH:12][N:13]=[C:14]2[Cl:23])[C:2]1[CH:7]=[CH:6][CH:5]=[CH:4][CH:3]=1, predict the reactants needed to synthesize it. The reactants are: [CH2:1]([O:8][C:9]1[C:18]([CH3:19])=[CH:17][CH:16]=[C:15]2[C:10]=1[CH:11]=[CH:12][NH:13][C:14]2=O)[C:2]1[CH:7]=[CH:6][CH:5]=[CH:4][CH:3]=1.O=P(Cl)(Cl)[Cl:23]. (4) The reactants are: [F:1][C:2]1[CH:7]=[CH:6][C:5]([N:8]2[C:12]([C:13]([O:15]CC)=O)=[C:11]([CH3:18])[N:10]=[C:9]2[SH:19])=[CH:4][CH:3]=1.F[C:21]1C=CC(N)=CC=1.ClC(C(=O)C)C(=O)C.[S-]C#N.[K+]. Given the product [F:1][C:2]1[CH:3]=[CH:4][C:5]([N:8]2[C:12]([C:13](=[O:15])[CH3:21])=[C:11]([CH3:18])[N:10]=[C:9]2[SH:19])=[CH:6][CH:7]=1, predict the reactants needed to synthesize it. (5) Given the product [CH3:24][C:25]1([CH3:26])[CH2:23][O:22][CH:3]([C:4]2[CH:5]=[C:6]([C:16]3[CH:21]=[CH:20][N:19]=[CH:18][CH:17]=3)[N:7]([C:9]3[CH:14]=[CH:13][C:12]([F:15])=[CH:11][CH:10]=3)[N:8]=2)[O:2][CH2:1]1, predict the reactants needed to synthesize it. The reactants are: [CH3:1][O:2][CH:3]([O:22][CH3:23])[C:4]1[CH:5]=[C:6]([C:16]2[CH:21]=[CH:20][N:19]=[CH:18][CH:17]=2)[N:7]([C:9]2[CH:14]=[CH:13][C:12]([F:15])=[CH:11][CH:10]=2)[N:8]=1.[CH3:24][C:25](C)(CO)[CH2:26]O.C1(C)C=CC(S(O)(=O)=O)=CC=1.O. (6) Given the product [F:12][C:10]1[CH:9]=[CH:8][CH:7]=[C:6]2[C:11]=1[C:2]([NH:13][C:14]1[CH:19]=[CH:18][C:17]([OH:20])=[C:16]([O:21][CH3:22])[CH:15]=1)=[N:3][CH:4]=[N:5]2, predict the reactants needed to synthesize it. The reactants are: Cl[C:2]1[C:11]2[C:6](=[CH:7][CH:8]=[CH:9][C:10]=2[F:12])[N:5]=[CH:4][N:3]=1.[NH2:13][C:14]1[CH:19]=[CH:18][C:17]([OH:20])=[C:16]([O:21][CH3:22])[CH:15]=1. (7) Given the product [Br:23][C:5]1[S:4][C:3]([C:14]([O:16][CH3:17])=[O:15])=[C:2]([Cl:1])[C:6]=1[CH2:7][CH:8]1[CH2:13][CH2:12][CH2:11][CH2:10][CH2:9]1, predict the reactants needed to synthesize it. The reactants are: [Cl:1][C:2]1[C:6]([CH2:7][CH:8]2[CH2:13][CH2:12][CH2:11][CH2:10][CH2:9]2)=[CH:5][S:4][C:3]=1[C:14]([O:16][CH3:17])=[O:15].C(O[Na])(C)=O.[Br:23]Br. (8) The reactants are: [Br:1][C:2]1[CH:7]=[C:6]([F:8])[CH:5]=[CH:4][C:3]=1[S:9](Cl)(=[O:11])=[O:10].[NH2:13][C:14]1[C:25]([C:26]([O:28][CH3:29])=[O:27])=[C:18]2[N:19]=[C:20]3[CH2:24][CH2:23][CH2:22][N:21]3[C:17]2=[CH:16][CH:15]=1. Given the product [Br:1][C:2]1[CH:7]=[C:6]([F:8])[CH:5]=[CH:4][C:3]=1[S:9]([NH:13][C:14]1[C:25]([C:26]([O:28][CH3:29])=[O:27])=[C:18]2[N:19]=[C:20]3[CH2:24][CH2:23][CH2:22][N:21]3[C:17]2=[CH:16][CH:15]=1)(=[O:11])=[O:10], predict the reactants needed to synthesize it. (9) Given the product [C:19]([NH:18][C:17]([C:16]1[C:11]2[C:10]([CH3:25])=[CH:9][NH:8][C:12]=2[C:13]([NH:29][C:28]2[CH:30]=[CH:31][C:32]([F:34])=[CH:33][C:27]=2[F:26])=[N:14][CH:15]=1)=[O:23])([CH3:20])([CH3:21])[CH3:22], predict the reactants needed to synthesize it. The reactants are: C(OC([N:8]1[C:12]2=[C:13](Cl)[N:14]=[CH:15][C:16]([C:17](=[O:23])[NH:18][C:19]([CH3:22])([CH3:21])[CH3:20])=[C:11]2[C:10]([CH3:25])=[CH:9]1)=O)(C)(C)C.[F:26][C:27]1[CH:33]=[C:32]([F:34])[CH:31]=[CH:30][C:28]=1[NH2:29].CO. (10) Given the product [CH3:1][O:2][C:3]([C@@H:5]1[CH2:9][C@@H:8]([S:10]([C:13]2[CH:18]=[CH:17][C:16]([Br:19])=[CH:15][C:14]=2[C:20]([F:23])([F:21])[F:22])(=[O:11])=[O:12])[CH2:7][N:6]1[C:24](=[O:29])[CH2:25][C:26](=[O:27])[CH3:28])=[O:4], predict the reactants needed to synthesize it. The reactants are: [CH3:1][O:2][C:3]([C@@H:5]1[CH2:9][C@@H:8]([S:10]([C:13]2[CH:18]=[CH:17][C:16]([Br:19])=[CH:15][C:14]=2[C:20]([F:23])([F:22])[F:21])(=[O:12])=[O:11])[CH2:7][NH:6]1)=[O:4].[C:24](OC(C)(C)C)(=[O:29])[CH2:25][C:26]([CH3:28])=[O:27].